Task: Predict the product of the given reaction.. Dataset: Forward reaction prediction with 1.9M reactions from USPTO patents (1976-2016) The product is: [C:18]1([CH3:25])[CH:19]=[CH:20][CH:21]=[CH:22][C:23]=1[O:24][C:2]1[N:7]=[C:6]([C:8]2[N:17]=[CH:16][C:15]3[C:10](=[CH:11][CH:12]=[CH:13][CH:14]=3)[N:9]=2)[CH:5]=[CH:4][CH:3]=1. Given the reactants Br[C:2]1[N:7]=[C:6]([C:8]2[N:17]=[CH:16][C:15]3[C:10](=[CH:11][CH:12]=[CH:13][CH:14]=3)[N:9]=2)[CH:5]=[CH:4][CH:3]=1.[C:18]1([CH3:25])[C:23]([OH:24])=[CH:22][CH:21]=[CH:20][CH:19]=1.C(=O)([O-])[O-].[Cs+].[Cs+].CC(C)(C(=O)CC(=O)C(C)(C)C)C.C(N(CC(O)=O)CC(O)=O)CN(CC(O)=O)CC(O)=O, predict the reaction product.